Predict the reaction yield, written as a fraction of the theoretical maximum amount of product (1.0 means a 100% yield; for example, 0.34 means a 34% yield). From a dataset of Reaction yield outcomes from USPTO patents with 853,638 reactions. (1) The reactants are [CH:1]1([N:4]([CH3:17])[C:5]2[CH:10]=[CH:9][CH:8]=[C:7]([C:11]#[C:12][Si](C)(C)C)[CH:6]=2)[CH2:3][CH2:2]1.C(=O)([O-])[O-].[K+].[K+]. The catalyst is CO. The product is [CH:1]1([N:4]([C:5]2[CH:10]=[CH:9][CH:8]=[C:7]([C:11]#[CH:12])[CH:6]=2)[CH3:17])[CH2:2][CH2:3]1. The yield is 1.00. (2) The reactants are [Cl:1][C:2]1[N:7]=[C:6]([N:8]([CH3:13])[S:9]([CH3:12])(=[O:11])=[O:10])[C:5]([F:14])=[C:4](Cl)[N:3]=1.[CH3:16][C:17]1[NH:21][N:20]=[C:19]([NH2:22])[CH:18]=1.CCN(C(C)C)C(C)C. The catalyst is CCCCO. The product is [Cl:1][C:2]1[N:7]=[C:6]([N:8]([CH3:13])[S:9]([CH3:12])(=[O:11])=[O:10])[C:5]([F:14])=[C:4]([NH:22][C:19]2[CH:18]=[C:17]([CH3:16])[NH:21][N:20]=2)[N:3]=1. The yield is 0.950. (3) The reactants are [OH:1][C:2]1[C:7]([N+:8]([O-])=O)=[CH:6][CH:5]=[CH:4][C:3]=1[C:11]1[CH:16]=[CH:15][CH:14]=[C:13]([CH:17]=[C:18]2[S:22][C:21](=[O:23])[NH:20][C:19]2=[O:24])[CH:12]=1.[Sn](Cl)Cl. The catalyst is Cl. The yield is 0.330. The product is [NH2:8][C:7]1[C:2]([OH:1])=[C:3]([C:11]2[CH:16]=[CH:15][CH:14]=[C:13]([CH:17]=[C:18]3[S:22][C:21](=[O:23])[NH:20][C:19]3=[O:24])[CH:12]=2)[CH:4]=[CH:5][CH:6]=1. (4) The reactants are [Cl:1][C:2]1[N:7]=[C:6](Cl)[C:5]([O:9][CH3:10])=[CH:4][N:3]=1.[Cl:11][C:12]1[CH:13]=[C:14]([S:19]([NH2:22])(=[O:21])=[O:20])[CH:15]=[CH:16][C:17]=1[Cl:18]. The catalyst is CC#N. The product is [Cl:11][C:12]1[CH:13]=[C:14]([S:19]([NH:22][C:6]2[C:5]([O:9][CH3:10])=[CH:4][N:3]=[C:2]([Cl:1])[N:7]=2)(=[O:20])=[O:21])[CH:15]=[CH:16][C:17]=1[Cl:18]. The yield is 0.550. (5) The reactants are [O:1]=[C:2]1[NH:7][N:6]=[CH:5][C:4]([C:8]([OH:10])=O)=[CH:3]1.CN(C(ON1N=NC2C=CC=CC1=2)=[N+](C)C)C.[B-](F)(F)(F)F.C(N(CC)CC)C.[NH2:40][C@@:41]1([C:46]([O:48][CH2:49][CH2:50][CH2:51][CH3:52])=[O:47])[CH2:45][CH2:44][O:43][CH2:42]1. The catalyst is C1COCC1.CN(C=O)C. The product is [O:1]=[C:2]1[NH:7][N:6]=[CH:5][C:4]([C:8]([NH:40][C@@:41]2([C:46]([O:48][CH2:49][CH2:50][CH2:51][CH3:52])=[O:47])[CH2:45][CH2:44][O:43][CH2:42]2)=[O:10])=[CH:3]1. The yield is 0.900. (6) The reactants are [C:1]1([C:7]2([CH3:18])[C:12](=[O:13])[N:11]([CH2:14][CH3:15])[C:10](=[O:16])[NH:9][C:8]2=[O:17])[CH2:6][CH2:5][CH2:4][CH2:3][CH:2]=1.Br[CH2:20][C:21]([C:23]1[CH:28]=[CH:27][CH:26]=[CH:25][CH:24]=1)=[O:22]. No catalyst specified. The product is [C:1]1([C:7]2([CH3:18])[C:12](=[O:13])[N:11]([CH2:14][CH3:15])[C:10](=[O:16])[N:9]([CH2:20][C:21](=[O:22])[C:23]3[CH:28]=[CH:27][CH:26]=[CH:25][CH:24]=3)[C:8]2=[O:17])[CH2:6][CH2:5][CH2:4][CH2:3][CH:2]=1. The yield is 0.210. (7) The reactants are [NH2:1][C:2]1[C:3]([N:19]2[CH2:24][CH2:23][O:22][CH2:21][CH2:20]2)=[N:4][C:5]([O:9][CH2:10][CH2:11][O:12][C:13]2[CH:18]=[CH:17][CH:16]=[CH:15][N:14]=2)=[N:6][C:7]=1[NH2:8].[C:25]1([CH3:34])[CH:30]=[CH:29][CH:28]=[C:27]([N:31]=[C:32]=O)[CH:26]=1. The catalyst is C1COCC1. The product is [N:19]1([C:3]2[N:4]=[C:5]([O:9][CH2:10][CH2:11][O:12][C:13]3[CH:18]=[CH:17][CH:16]=[CH:15][N:14]=3)[N:6]=[C:7]3[C:2]=2[N:1]=[C:32]([NH:31][C:27]2[CH:26]=[C:25]([CH3:34])[CH:30]=[CH:29][CH:28]=2)[NH:8]3)[CH2:20][CH2:21][O:22][CH2:23][CH2:24]1. The yield is 0.212. (8) The reactants are [CH:1]1([C:7]2[C:15]3[C:10](=[CH:11][C:12]([C:16](O)=[O:17])=[CH:13][CH:14]=3)[N:9]([CH3:19])[C:8]=2[C:20]2[CH:25]=[CH:24][CH:23]=[CH:22][C:21]=2[O:26][CH2:27][C:28]([N:30]([CH3:41])[CH2:31][CH2:32][CH2:33][CH2:34][N:35]([CH3:40])[S:36](=[O:39])(=[O:38])[NH2:37])=[O:29])[CH2:6][CH2:5][CH2:4][CH2:3][CH2:2]1.C1(C2C3C(=CC(C([N:59]4[CH:63]=[CH:62][N:61]=[CH:60]4)=O)=CC=3)N(C)C=2C2C=CC=CC=2OCC(N(C)CCOCCN(C)S(=O)(=O)N)=O)CCCCC1. No catalyst specified. The product is [CH:1]1([C:7]2[C:15]3[C:10](=[CH:11][C:12]([C:16]([N:59]4[CH:63]=[CH:62][N:61]=[CH:60]4)=[O:17])=[CH:13][CH:14]=3)[N:9]([CH3:19])[C:8]=2[C:20]2[CH:25]=[CH:24][CH:23]=[CH:22][C:21]=2[O:26][CH2:27][C:28]([N:30]([CH3:41])[CH2:31][CH2:32][CH2:33][CH2:34][N:35]([CH3:40])[S:36](=[O:39])(=[O:38])[NH2:37])=[O:29])[CH2:2][CH2:3][CH2:4][CH2:5][CH2:6]1. The yield is 0.920. (9) The reactants are [CH3:1][C:2]1[CH:11]=[C:10]([NH2:12])[C:9]2[C:4](=[CH:5][CH:6]=[C:7]([NH2:13])[CH:8]=2)[N:3]=1.[Cl:14][C:15]1[N:20]=[C:19](Cl)[CH:18]=[C:17]([CH3:22])[N:16]=1.Cl. The catalyst is C(O)CO.O. The product is [Cl:14][C:15]1[N:20]=[C:19]([NH:13][C:7]2[CH:8]=[C:9]3[C:4](=[CH:5][CH:6]=2)[N:3]=[C:2]([CH3:1])[CH:11]=[C:10]3[NH2:12])[CH:18]=[C:17]([CH3:22])[N:16]=1. The yield is 0.270. (10) The reactants are Cl.C[O:3][C:4]1[CH:5]=[C:6]2[C:11](=[CH:12][CH:13]=1)[C:10]([O:14][C:15]1[CH:29]=[CH:28][C:18]([O:19][CH2:20][CH2:21][N:22]3[CH2:27][CH2:26][CH2:25][CH2:24][CH2:23]3)=[CH:17][CH:16]=1)=[C:9]([C:30]1[CH:35]=[CH:34][C:33]([S:36][CH3:37])=[CH:32][C:31]=1[CH3:38])[CH:8]=[CH:7]2.B(Br)(Br)Br. The catalyst is ClCCl. The product is [CH3:38][C:31]1[CH:32]=[C:33]([S:36][CH3:37])[CH:34]=[CH:35][C:30]=1[C:9]1[C:10]([O:14][C:15]2[CH:29]=[CH:28][C:18]([O:19][CH2:20][CH2:21][N:22]3[CH2:27][CH2:26][CH2:25][CH2:24][CH2:23]3)=[CH:17][CH:16]=2)=[C:11]2[C:6](=[CH:7][CH:8]=1)[CH:5]=[C:4]([OH:3])[CH:13]=[CH:12]2. The yield is 1.00.